This data is from Reaction yield outcomes from USPTO patents with 853,638 reactions. The task is: Predict the reaction yield, written as a fraction of the theoretical maximum amount of product (1.0 means a 100% yield; for example, 0.34 means a 34% yield). (1) The reactants are [CH3:1][O:2][CH2:3][CH2:4][N:5]1[C:13]2[C:8](=[CH:9][C:10]([C:14]([O:16]C)=[O:15])=[CH:11][CH:12]=2)[CH:7]=[CH:6]1.[OH-].[Na+].Cl. The catalyst is CO. The product is [CH3:1][O:2][CH2:3][CH2:4][N:5]1[C:13]2[C:8](=[CH:9][C:10]([C:14]([OH:16])=[O:15])=[CH:11][CH:12]=2)[CH:7]=[CH:6]1. The yield is 0.950. (2) The reactants are [C:1]([O:5][C:6](=[O:13])[C@@H:7]([NH2:12])[C:8]([CH3:11])([CH3:10])[CH3:9])([CH3:4])([CH3:3])[CH3:2].[CH3:14][C:15]1[CH:16]=[C:17](B(O)O)[CH:18]=[C:19]([C:21]([F:24])([F:23])[F:22])[CH:20]=1.N1C=CC=CC=1.Cl. The catalyst is C([O-])(=O)C.[Cu+2].C([O-])(=O)C.ClCCl. The product is [C:1]([O:5][C:6](=[O:13])[C@@H:7]([NH:12][C:17]1[CH:18]=[C:19]([C:21]([F:22])([F:24])[F:23])[CH:20]=[C:15]([CH3:14])[CH:16]=1)[C:8]([CH3:11])([CH3:10])[CH3:9])([CH3:4])([CH3:2])[CH3:3]. The yield is 0.730. (3) The reactants are [Cl:1][C:2]1[CH:7]=[CH:6][C:5]([C:8]2[C:13]([O:14][CH2:15][C:16]([F:19])([F:18])[F:17])=[CH:12][N:11]=[C:10]([C:20]([OH:22])=O)[CH:9]=2)=[CH:4][CH:3]=1.F[B-](F)(F)F.N1(OC(N(C)C)=[N+](C)C)C2C=CC=CC=2N=N1.C(N(CC)C(C)C)(C)C.Cl.[CH3:55][O:56][C:57]1[CH:61]=[C:60]([CH2:62][NH2:63])[O:59][N:58]=1. The catalyst is CN(C)C=O. The product is [CH3:55][O:56][C:57]1[CH:61]=[C:60]([CH2:62][NH:63][C:20]([C:10]2[CH:9]=[C:8]([C:5]3[CH:4]=[CH:3][C:2]([Cl:1])=[CH:7][CH:6]=3)[C:13]([O:14][CH2:15][C:16]([F:19])([F:17])[F:18])=[CH:12][N:11]=2)=[O:22])[O:59][N:58]=1. The yield is 0.920.